Task: Predict the reaction yield, written as a fraction of the theoretical maximum amount of product (1.0 means a 100% yield; for example, 0.34 means a 34% yield).. Dataset: Reaction yield outcomes from USPTO patents with 853,638 reactions (1) The reactants are [CH2:1]([O:3][C:4]([C:6]1([NH:11][C:12]([CH:14]2[CH2:18][CH:17]([O:19][C:20]3[C:29]4[C:24](=[C:25]([CH3:32])[C:26]([O:30][CH3:31])=[CH:27][CH:28]=4)[N:23]=[C:22]([C:33]4[CH:38]=[CH:37][CH:36]=[C:35]([CH3:39])[N:34]=4)[CH:21]=3)[CH2:16][CH:15]2[C:40](=[O:49])[N:41]([CH2:43][CH2:44][CH2:45][CH2:46]C=C)[CH3:42])=[O:13])[CH2:8][CH:7]1[CH:9]=[CH2:10])=[O:5])[CH3:2]. The catalyst is ClCCCl. The product is [CH2:1]([O:3][C:4]([C:6]12[CH2:8][CH:7]1[CH:9]=[CH:10][CH2:46][CH2:45][CH2:44][CH2:43][N:41]([CH3:42])[C:40](=[O:49])[CH:15]1[CH:14]([CH2:18][CH:17]([O:19][C:20]3[C:29]4[C:24](=[C:25]([CH3:32])[C:26]([O:30][CH3:31])=[CH:27][CH:28]=4)[N:23]=[C:22]([C:33]4[CH:38]=[CH:37][CH:36]=[C:35]([CH3:39])[N:34]=4)[CH:21]=3)[CH2:16]1)[C:12](=[O:13])[NH:11]2)=[O:5])[CH3:2]. The yield is 0.580. (2) The reactants are [Cl:1][C:2]1[CH:7]=[CH:6][C:5]([C:8]2[O:9][CH2:10][C:11]([CH3:14])([CH3:13])[N:12]=2)=[C:4](I)[CH:3]=1.C([Li])CCC.CON(C)[C:24](=[O:36])[CH2:25][CH2:26][N:27]([CH3:35])[C:28](=[O:34])[O:29][C:30]([CH3:33])([CH3:32])[CH3:31]. The catalyst is C1COCC1. The product is [Cl:1][C:2]1[CH:7]=[CH:6][C:5]([C:8]2[O:9][CH2:10][C:11]([CH3:14])([CH3:13])[N:12]=2)=[C:4]([C:24](=[O:36])[CH2:25][CH2:26][N:27]([CH3:35])[C:28](=[O:34])[O:29][C:30]([CH3:31])([CH3:32])[CH3:33])[CH:3]=1. The yield is 0.380.